This data is from Forward reaction prediction with 1.9M reactions from USPTO patents (1976-2016). The task is: Predict the product of the given reaction. (1) Given the reactants [Br:1][C:2]1[N:7]=[C:6]([C:8]([OH:10])=O)[CH:5]=[CH:4][CH:3]=1.[CH2:11]([O:13][C:14](=[O:24])[CH2:15][CH2:16][C:17]1[CH:22]=[CH:21][CH:20]=[C:19]([NH2:23])[CH:18]=1)[CH3:12], predict the reaction product. The product is: [CH2:11]([O:13][C:14](=[O:24])[CH2:15][CH2:16][C:17]1[CH:22]=[CH:21][CH:20]=[C:19]([NH:23][C:8]([C:6]2[CH:5]=[CH:4][CH:3]=[C:2]([Br:1])[N:7]=2)=[O:10])[CH:18]=1)[CH3:12]. (2) Given the reactants Cl.[NH2:2][CH2:3][CH2:4][C:5]1[N:6]([CH3:24])[C:7](=[O:23])[C:8]2[C:13]([C:14]=1[C:15]1[CH:20]=[CH:19][CH:18]=[CH:17][CH:16]=1)=[CH:12][C:11]([O:21][CH3:22])=[CH:10][CH:9]=2.C(N(CC)CC)C.Cl[CH2:33][CH2:34][CH2:35][C:36](Cl)=[O:37], predict the reaction product. The product is: [CH3:22][O:21][C:11]1[CH:12]=[C:13]2[C:8](=[CH:9][CH:10]=1)[C:7](=[O:23])[N:6]([CH3:24])[C:5]([CH2:4][CH2:3][N:2]1[CH2:33][CH2:34][CH2:35][C:36]1=[O:37])=[C:14]2[C:15]1[CH:20]=[CH:19][CH:18]=[CH:17][CH:16]=1. (3) Given the reactants [CH3:1][C:2]1([CH3:24])CN[C:6](=[O:9])[C:5]2[S:10][C:11]([N:13]3[C:18]4[CH:19]=[C:20](O)[CH:21]=[CH:22][C:17]=4[O:16][CH2:15][CH2:14]3)=[N:12][C:4]=2[CH2:3]1.[NH:25]1[CH2:30][CH2:29][O:28][CH2:27][CH2:26]1.[CH3:31]C(C)([O-])C.[Na+], predict the reaction product. The product is: [CH3:24][C:2]1([CH3:31])[CH2:3][C:4]2[N:12]=[C:11]([N:13]3[C:18]4[CH:19]=[C:20]([N:25]5[CH2:30][CH2:29][O:28][CH2:27][CH2:26]5)[CH:21]=[CH:22][C:17]=4[O:16][CH2:15][CH2:14]3)[S:10][C:5]=2[C:6](=[O:9])[CH2:1]1. (4) The product is: [OH:31][CH:30]([C:29]1[CH:28]=[CH:27][C:24]([C:25]#[N:26])=[C:23]([O:33][CH3:34])[C:22]=1[CH3:21])[CH2:32][N:7]1[CH2:8][CH2:9][N:4]([CH2:3][CH:2]([OH:1])[C:10]2[CH:19]=[CH:18][C:13]3[C:14](=[O:17])[O:15][CH2:16][C:12]=3[C:11]=2[CH3:20])[CH2:5][CH2:6]1. Given the reactants [OH:1][CH:2]([C:10]1[CH:19]=[CH:18][C:13]2[C:14](=[O:17])[O:15][CH2:16][C:12]=2[C:11]=1[CH3:20])[CH2:3][N:4]1[CH2:9][CH2:8][NH:7][CH2:6][CH2:5]1.[CH3:21][C:22]1[C:23]([O:33][CH3:34])=[C:24]([CH:27]=[CH:28][C:29]=1[CH:30]1[CH2:32][O:31]1)[C:25]#[N:26], predict the reaction product. (5) Given the reactants [CH3:1][O:2][C:3]1[CH:4]=[C:5]2[C:10](=[CH:11][C:12]=1[O:13][CH3:14])[N:9]=[CH:8][N:7]=[C:6]2[O:15][C:16]1[CH:22]=[CH:21][C:19]([NH2:20])=[CH:18][CH:17]=1.[CH2:23]([N:25]([CH2:28][CH3:29])[CH2:26][CH3:27])[CH3:24].[C:30](Cl)(Cl)=[S:31].[CH2:34]([N:36](CC)CC(N)C)C, predict the reaction product. The product is: [CH3:1][O:2][C:3]1[CH:4]=[C:5]2[C:10](=[CH:11][C:12]=1[O:13][CH3:14])[N:9]=[CH:8][N:7]=[C:6]2[O:15][C:16]1[CH:22]=[CH:21][C:19]([NH:20][C:30]([NH:36][CH2:34][CH2:24][CH2:23][N:25]2[CH2:28][CH2:29][CH2:27][CH2:26]2)=[S:31])=[CH:18][CH:17]=1. (6) The product is: [NH2:12][C:8]1[CH:7]=[CH:6][C:5]([C:20]([N:22]2[CH2:23][CH2:24][CH2:25][CH2:26]2)=[O:21])=[C:4]2[C:9]=1[C:10](=[O:11])[N:2]([CH3:1])[CH2:3]2. Given the reactants [CH3:1][N:2]1[C:10](=[O:11])[C:9]2[C:4](=[C:5]([C:20]([N:22]3[CH2:26][CH2:25][CH2:24][CH2:23]3)=[O:21])[CH:6]=[CH:7][C:8]=2[NH:12]C(=O)OC(C)(C)C)[CH2:3]1.C(O)(C(F)(F)F)=O, predict the reaction product. (7) Given the reactants C1(C)C=CC=CC=1P(C1C=CC=CC=1C)C1C=CC=CC=1C.C(N(CC)CC)C.Br[C:31]1[CH:32]=[N:33][CH:34]=[C:35]([CH:38]=1)[C:36]#[N:37].[CH2:39]=[CH:40][C:41]1[CH:46]=[CH:45][CH:44]=[CH:43][CH:42]=1, predict the reaction product. The product is: [CH:39](/[C:31]1[CH:32]=[N:33][CH:34]=[C:35]([CH:38]=1)[C:36]#[N:37])=[CH:40]\[C:41]1[CH:46]=[CH:45][CH:44]=[CH:43][CH:42]=1. (8) Given the reactants [CH2:1]([S:8][C:9](=[S:15])[NH:10][CH2:11][C:12]([Cl:14])=[CH2:13])[C:2]1[CH:7]=[CH:6][CH:5]=[CH:4][CH:3]=1.[Br:16]Br, predict the reaction product. The product is: [BrH:16].[CH2:1]([S:8][C:9]1[S:15][C:12]([CH2:13][Br:16])([Cl:14])[CH2:11][N:10]=1)[C:2]1[CH:7]=[CH:6][CH:5]=[CH:4][CH:3]=1.[BrH:16].